Dataset: hERG potassium channel inhibition data for cardiac toxicity prediction from Karim et al.. Task: Regression/Classification. Given a drug SMILES string, predict its toxicity properties. Task type varies by dataset: regression for continuous values (e.g., LD50, hERG inhibition percentage) or binary classification for toxic/non-toxic outcomes (e.g., AMES mutagenicity, cardiotoxicity, hepatotoxicity). Dataset: herg_karim. (1) The result is 0 (non-blocker). The compound is CC(C)(C)NC(=O)C1c2ccc(O)cc2C(=O)N1Cc1ccccc1-c1ccccc1. (2) The drug is CCNC(=O)c1ccc(C(=O)NCCC2CCN(c3ncnc4cc(C(N)=O)sc34)CC2)s1. The result is 0 (non-blocker).